Dataset: Catalyst prediction with 721,799 reactions and 888 catalyst types from USPTO. Task: Predict which catalyst facilitates the given reaction. (1) Reactant: [CH3:1][O:2][C:3]1[CH:18]=[CH:17][C:6]2[CH2:7][C@:8]3([CH3:16])[C@@H:13]([C:14](=[O:15])[C:5]=2[CH:4]=1)[CH2:12][O:11][CH2:10][CH2:9]3.[CH3:19][Si]([N-][Si](C)(C)C)(C)C.[Li+].C1(C)C=CC=CC=1.OC1C=CC=CC=1C(OCC)=O. Product: [CH3:1][O:2][C:3]1[CH:18]=[CH:17][C:6]2[CH2:7][C@@:8]3([CH3:16])[C@:13]([CH3:19])([C:14](=[O:15])[C:5]=2[CH:4]=1)[CH2:12][O:11][CH2:10][CH2:9]3. The catalyst class is: 1. (2) Reactant: [CH:1]1([CH2:5][CH2:6][C:7]2[O:11][N:10]=[C:9]([C:12]3[CH:17]=[CH:16][C:15]([C@@H:18]([NH2:20])[CH3:19])=[CH:14][CH:13]=3)[N:8]=2)[CH2:4][CH2:3][CH2:2]1.C(OC([N:28]1[CH2:35][CH2:34][C@H:33]([OH:36])[C@H:29]1[C:30]([OH:32])=[O:31])=O)(C)(C)C.[C:37](=[O:40])([O-:39])N.Cl. Product: [C:37]([CH:33]([CH:29]([C:30]([OH:32])=[O:31])[OH:11])[OH:36])([OH:39])=[O:40].[CH:1]1([CH2:5][CH2:6][C:7]2[O:11][N:10]=[C:9]([C:12]3[CH:17]=[CH:16][C:15]([C@@H:18]([NH:20][C:30]([C@@H:29]4[C@@H:33]([OH:36])[CH2:34][CH2:35][NH:28]4)=[O:31])[CH3:19])=[CH:14][CH:13]=3)[N:8]=2)[CH2:4][CH2:3][CH2:2]1.[CH:1]1([CH2:5][CH2:6][C:7]2[O:11][N:10]=[C:9]([C:12]3[CH:17]=[CH:16][C:15]([C@@H:18]([NH:20][C:30]([C@@H:29]4[C@@H:33]([OH:36])[CH2:34][CH2:35][NH:28]4)=[O:31])[CH3:19])=[CH:14][CH:13]=3)[N:8]=2)[CH2:4][CH2:3][CH2:2]1. The catalyst class is: 645. (3) Reactant: [F:1][C:2]([F:20])([F:19])[C:3]1[N:8]=[C:7]([N:9]2[CH:13]=[C:12]([C:14]([O:16]CC)=[O:15])[CH:11]=[N:10]2)[CH:6]=[N:5][CH:4]=1.C(=O)([O-])[O-].[K+].[K+]. Product: [F:20][C:2]([F:1])([F:19])[C:3]1[N:8]=[C:7]([N:9]2[CH:13]=[C:12]([C:14]([OH:16])=[O:15])[CH:11]=[N:10]2)[CH:6]=[N:5][CH:4]=1. The catalyst class is: 18. (4) Reactant: [Cl:1][C:2]1[CH:7]=[CH:6][C:5]([S:8]([N:11]2[CH2:16][CH2:15][CH2:14][C@@H:13]([NH:17][C:18]3[N:23]=[C:22]([C:24]4[N:31]5[C:27]([S:28][CH:29]=[CH:30]5)=[N:26][C:25]=4[C:32]4[CH:33]=[C:34]([CH:41]=[CH:42][CH:43]=4)[C:35](N(OC)C)=[O:36])[CH:21]=[CH:20][N:19]=3)[CH2:12]2)(=[O:10])=[O:9])=[CH:4][CH:3]=1.[H-].[Al+3].[Li+].[H-].[H-].[H-]. Product: [Cl:1][C:2]1[CH:7]=[CH:6][C:5]([S:8]([N:11]2[CH2:16][CH2:15][CH2:14][C@@H:13]([NH:17][C:18]3[N:23]=[C:22]([C:24]4[N:31]5[C:27]([S:28][CH:29]=[CH:30]5)=[N:26][C:25]=4[C:32]4[CH:33]=[C:34]([CH:41]=[CH:42][CH:43]=4)[CH:35]=[O:36])[CH:21]=[CH:20][N:19]=3)[CH2:12]2)(=[O:10])=[O:9])=[CH:4][CH:3]=1. The catalyst class is: 7.